The task is: Predict the reactants needed to synthesize the given product.. This data is from Full USPTO retrosynthesis dataset with 1.9M reactions from patents (1976-2016). (1) Given the product [CH3:1][O:2][C:3]1[CH:8]=[C:7]([O:9][CH3:10])[CH:6]=[CH:5][C:4]=1[NH:11][C:12]1[CH:20]=[CH:19][CH:18]=[C:14]2[C:13]=1[C:21](=[O:23])[N:25]([C@@:26]1([CH3:34])[CH2:31][CH2:30][C:29](=[O:32])[NH:28][C:27]1=[O:33])[C:15]2=[O:17], predict the reactants needed to synthesize it. The reactants are: [CH3:1][O:2][C:3]1[CH:8]=[C:7]([O:9][CH3:10])[CH:6]=[CH:5][C:4]=1[NH:11][C:12]1[CH:20]=[CH:19][CH:18]=[C:14]([C:15]([OH:17])=O)[C:13]=1[C:21]([OH:23])=O.Br.[NH2:25][C@@:26]1([CH3:34])[CH2:31][CH2:30][C:29](=[O:32])[NH:28][C:27]1=[O:33]. (2) Given the product [Cl:3][C:11]1[N:12]([CH3:14])[N:13]=[C:9]([CH:6]2[CH2:8][CH2:7]2)[C:10]=1[CH:18]=[O:19], predict the reactants needed to synthesize it. The reactants are: P(Cl)(Cl)([Cl:3])=O.[CH:6]1([C:9]2[CH2:10][C:11](=O)[N:12]([CH3:14])[N:13]=2)[CH2:8][CH2:7]1.CN(C)[CH:18]=[O:19]. (3) Given the product [C:20]([O:24][C:25](=[O:53])[NH:26][C@@H:27]1[CH2:32][CH2:31][CH2:30][N:29]([C:33]2[CH:38]=[C:37]([CH3:39])[N:36]=[C:35]3[N:40]([CH2:41][C:42]4[CH:47]=[CH:46][C:45]([O:48][CH3:49])=[CH:44][C:43]=4[O:50][CH3:51])[C:2](=[O:4])[NH:52][C:34]=23)[CH2:28]1)([CH3:22])([CH3:21])[CH3:23], predict the reactants needed to synthesize it. The reactants are: Cl[C:2](Cl)([O:4]C(=O)OC(Cl)(Cl)Cl)Cl.C(N(CC)CC)C.[C:20]([O:24][C:25](=[O:53])[NH:26][C@@H:27]1[CH2:32][CH2:31][CH2:30][N:29]([C:33]2[CH:38]=[C:37]([CH3:39])[N:36]=[C:35]([NH:40][CH2:41][C:42]3[CH:47]=[CH:46][C:45]([O:48][CH3:49])=[CH:44][C:43]=3[O:50][CH3:51])[C:34]=2[NH2:52])[CH2:28]1)([CH3:23])([CH3:22])[CH3:21].C(=O)([O-])[O-].[Na+].[Na+]. (4) Given the product [Cl:20][C:21]1[CH:26]=[C:25]([Cl:27])[CH:24]=[CH:23][C:22]=1[CH2:28][NH:29][C:17]([C@H:13]1[CH2:14][CH2:15][CH2:16][C@@H:11]([NH:10][C:4]2[N:3]=[C:2]([CH3:1])[N:7]=[C:6]([NH:8][CH3:9])[N:5]=2)[CH2:12]1)=[O:19], predict the reactants needed to synthesize it. The reactants are: [CH3:1][C:2]1[N:7]=[C:6]([NH:8][CH3:9])[N:5]=[C:4]([NH:10][CH:11]2[CH2:16][CH2:15][CH2:14][CH:13]([C:17]([OH:19])=O)[CH2:12]2)[N:3]=1.[Cl:20][C:21]1[CH:26]=[C:25]([Cl:27])[CH:24]=[CH:23][C:22]=1[CH2:28][NH2:29].CCN=C=NCCCN(C)C.Cl. (5) Given the product [N:1]1([CH2:6][C:7]2[CH:12]=[CH:11][C:10]([CH2:13][N:24]3[CH:25]=[C:18]4[C:19]([N:20]=[CH:21][N:22]=[C:17]4[Cl:16])=[N:23]3)=[CH:9][C:8]=2[F:15])[CH:5]=[CH:4][CH:3]=[N:2]1, predict the reactants needed to synthesize it. The reactants are: [N:1]1([CH2:6][C:7]2[CH:12]=[CH:11][C:10]([CH2:13]O)=[CH:9][C:8]=2[F:15])[CH:5]=[CH:4][CH:3]=[N:2]1.[Cl:16][C:17]1[N:22]=[CH:21][N:20]=[C:19]2[NH:23][N:24]=[CH:25][C:18]=12.C1C=CC(P(C2C=CC=CC=2)C2C=CC=CC=2)=CC=1.N(/C(OC(C)C)=O)=N\C(OC(C)C)=O.